This data is from Peptide-MHC class I binding affinity with 185,985 pairs from IEDB/IMGT. The task is: Regression. Given a peptide amino acid sequence and an MHC pseudo amino acid sequence, predict their binding affinity value. This is MHC class I binding data. (1) The peptide sequence is AENGWGFYF. The binding affinity (normalized) is 0.0847. The MHC is HLA-B27:05 with pseudo-sequence HLA-B27:05. (2) The peptide sequence is MMWEINGPK. The MHC is HLA-B57:01 with pseudo-sequence HLA-B57:01. The binding affinity (normalized) is 0.0847. (3) The peptide sequence is FTTSLFLHL. The MHC is Mamu-A01 with pseudo-sequence Mamu-A01. The binding affinity (normalized) is 0.900. (4) The binding affinity (normalized) is 0.207. The peptide sequence is FSDARLAKL. The MHC is HLA-B08:01 with pseudo-sequence HLA-B08:01.